This data is from Catalyst prediction with 721,799 reactions and 888 catalyst types from USPTO. The task is: Predict which catalyst facilitates the given reaction. (1) Reactant: [Br:1][C:2]1[CH:7]=[C:6]([C:8]2[C:20]3[C:19]([CH3:21])=[C:18]([CH3:22])[O:17][C:16]=3[CH:15]=[C:14]3[C:9]=2[CH:10]=[CH:11][CH:12]=[CH:13]3)[CH:5]=[C:4]([CH2:23][CH3:24])[C:3]=1[OH:25].[H-].[Na+].Br[CH2:29][CH2:30][CH2:31][C:32]([O:34][CH3:35])=[O:33].C(=O)([O-])[O-].[K+].[K+]. Product: [CH3:35][O:34][C:32](=[O:33])[CH2:31][CH2:30][CH2:29][O:25][C:3]1[C:4]([CH2:23][CH3:24])=[CH:5][C:6]([C:8]2[C:20]3[C:19]([CH3:21])=[C:18]([CH3:22])[O:17][C:16]=3[CH:15]=[C:14]3[C:9]=2[CH:10]=[CH:11][CH:12]=[CH:13]3)=[CH:7][C:2]=1[Br:1]. The catalyst class is: 48. (2) Product: [CH2:12]([C:13]1[NH:10][C:8](=[O:9])[C:3]2[C:4]([CH3:7])=[N:5][S:6][C:2]=2[N:1]=1)[CH:11]([CH3:21])[CH3:16]. The catalyst class is: 11. Reactant: [NH2:1][C:2]1[S:6][N:5]=[C:4]([CH3:7])[C:3]=1[C:8]([NH2:10])=[O:9].[C:11]1([CH3:21])[CH:16]=CC(S(O)(=O)=O)=[CH:13][CH:12]=1.CN(C=O)C.C(=O)CC(C)C. (3) Reactant: [CH3:1][C:2]1[NH:6][N:5]=[C:4]([NH2:7])[CH:3]=1.CCN(C(C)C)C(C)C.Br[C:18]1[N:23]=[C:22]([C:24]([F:33])([F:32])[C:25]2[CH:30]=[CH:29][C:28]([F:31])=[CH:27][N:26]=2)[N:21]=[C:20]2[N:34]([CH3:37])[N:35]=[CH:36][C:19]=12. Product: [F:33][C:24]([F:32])([C:25]1[CH:30]=[CH:29][C:28]([F:31])=[CH:27][N:26]=1)[C:22]1[N:21]=[C:20]2[N:34]([CH3:37])[N:35]=[CH:36][C:19]2=[C:18]([NH:7][C:4]2[CH:3]=[C:2]([CH3:1])[NH:6][N:5]=2)[N:23]=1. The catalyst class is: 3. (4) Reactant: C[O:2][C:3](=[O:40])[C@H:4]([OH:39])[C@@H:5]([NH:13][C:14](=[O:38])[C:15]1[CH:20]=[C:19]([C:21]([NH:23][C@@H:24]([C:26]2[CH:31]=[CH:30][CH:29]=[CH:28][CH:27]=2)[CH3:25])=[O:22])[CH:18]=[C:17]([N:32]([CH3:37])[S:33]([CH3:36])(=[O:35])=[O:34])[CH:16]=1)[CH2:6][C:7]1[CH:12]=[CH:11][CH:10]=[CH:9][CH:8]=1.[OH-].[Na+]. Product: [OH:39][C@H:4]([C@@H:5]([NH:13][C:14](=[O:38])[C:15]1[CH:20]=[C:19]([C:21]([NH:23][C@@H:24]([C:26]2[CH:31]=[CH:30][CH:29]=[CH:28][CH:27]=2)[CH3:25])=[O:22])[CH:18]=[C:17]([N:32]([CH3:37])[S:33]([CH3:36])(=[O:35])=[O:34])[CH:16]=1)[CH2:6][C:7]1[CH:8]=[CH:9][CH:10]=[CH:11][CH:12]=1)[C:3]([OH:40])=[O:2]. The catalyst class is: 5. (5) Reactant: [Br:1][C:2]1[C:7]2[NH:8][C:9](=O)[O:10][C:11](=[O:12])[C:6]=2[CH:5]=[C:4]([Cl:14])[CH:3]=1.[Cl:15][C:16]1[C:17]([N:22]2[C:26](C(Cl)=O)=[CH:25][C:24]([C:30]([F:33])([F:32])[F:31])=[N:23]2)=[N:18][CH:19]=[CH:20][CH:21]=1.N1C=CC=CC=1. Product: [Br:1][C:2]1[C:7]2[N:8]=[C:9]([C:26]3[N:22]([C:17]4[C:16]([Cl:15])=[CH:21][CH:20]=[CH:19][N:18]=4)[N:23]=[C:24]([C:30]([F:31])([F:32])[F:33])[CH:25]=3)[O:10][C:11](=[O:12])[C:6]=2[CH:5]=[C:4]([Cl:14])[CH:3]=1. The catalyst class is: 10. (6) Reactant: [C:1]([O:5][C:6](=[O:36])[NH:7][C:8]1([C:12]2[CH:17]=[CH:16][C:15]([C:18]3[C:27](=[O:28])[C:26]4[C:21](=[CH:22][C:23](Br)=[CH:24][CH:25]=4)[O:20][C:19]=3[C:30]3[CH:35]=[CH:34][CH:33]=[CH:32][CH:31]=3)=[CH:14][CH:13]=2)[CH2:11][CH2:10][CH2:9]1)([CH3:4])([CH3:3])[CH3:2].[NH:37]1[C:41](B(O)O)=[CH:40][CH:39]=[N:38]1.C(=O)([O-])[O-].[Na+].[Na+].O. Product: [C:1]([O:5][C:6](=[O:36])[NH:7][C:8]1([C:12]2[CH:17]=[CH:16][C:15]([C:18]3[C:27](=[O:28])[C:26]4[C:21](=[CH:22][C:23]([C:41]5[NH:37][N:38]=[CH:39][CH:40]=5)=[CH:24][CH:25]=4)[O:20][C:19]=3[C:30]3[CH:35]=[CH:34][CH:33]=[CH:32][CH:31]=3)=[CH:14][CH:13]=2)[CH2:11][CH2:10][CH2:9]1)([CH3:4])([CH3:3])[CH3:2]. The catalyst class is: 104. (7) Product: [Br:1][CH2:2][CH2:3][CH2:4][CH2:5][CH2:6][CH2:7][CH2:8][C:9]([Cl:14])=[O:11]. The catalyst class is: 11. Reactant: [Br:1][CH2:2][CH2:3][CH2:4][CH2:5][CH2:6][CH2:7][CH2:8][C:9]([OH:11])=O.S(Cl)([Cl:14])=O. (8) Reactant: Cl[C:2]1[N:12]=[C:11]([NH:13][C:14]2[CH:19]=[CH:18][C:17]([CH2:20][N:21]3[CH2:25][CH2:24][CH2:23][CH2:22]3)=[CH:16][C:15]=2[Cl:26])[C:5]2[C:6](=[O:10])[NH:7][N:8]=[CH:9][C:4]=2[CH:3]=1.[NH:27]1[CH2:32][CH2:31][CH:30]([OH:33])[CH2:29][CH2:28]1.C(N(C(C)C)C(C)C)C. Product: [Cl:26][C:15]1[CH:16]=[C:17]([CH2:20][N:21]2[CH2:25][CH2:24][CH2:23][CH2:22]2)[CH:18]=[CH:19][C:14]=1[NH:13][C:11]1[C:5]2[C:6](=[O:10])[NH:7][N:8]=[CH:9][C:4]=2[CH:3]=[C:2]([N:27]2[CH2:32][CH2:31][CH:30]([OH:33])[CH2:29][CH2:28]2)[N:12]=1. The catalyst class is: 12. (9) The catalyst class is: 4. Reactant: [F:8][C:7]([F:10])([F:9])[C:6](O[C:6](=[O:11])[C:7]([F:10])([F:9])[F:8])=[O:11].[CH2:14]([N:18]1[C:26]2[C:21](=[CH:22][CH:23]=[C:24]([C:27]([O:29][CH2:30][CH2:31][CH2:32][CH3:33])=[O:28])[CH:25]=2)[CH:20]=[CH:19]1)[CH2:15][CH2:16][CH3:17].C(=O)(O)[O-].[Na+]. Product: [CH2:14]([N:18]1[C:26]2[C:21](=[CH:22][CH:23]=[C:24]([C:27]([O:29][CH2:30][CH2:31][CH2:32][CH3:33])=[O:28])[CH:25]=2)[C:20]([C:6](=[O:11])[C:7]([F:8])([F:9])[F:10])=[CH:19]1)[CH2:15][CH2:16][CH3:17].